This data is from Full USPTO retrosynthesis dataset with 1.9M reactions from patents (1976-2016). The task is: Predict the reactants needed to synthesize the given product. (1) The reactants are: C(N(CC)CC)C.[C:8]([NH:15][C@H:16]([C:24]([OH:26])=O)[CH2:17][C:18]1[CH:23]=[CH:22][CH:21]=[CH:20][CH:19]=1)([O:10][C:11]([CH3:14])([CH3:13])[CH3:12])=[O:9].Cl.[CH3:28][NH:29][O:30][CH3:31].CCN=C=NCCCN(C)C. Given the product [CH3:31][O:30][N:29]([CH3:28])[C:24](=[O:26])[C@@H:16]([NH:15][C:8](=[O:9])[O:10][C:11]([CH3:12])([CH3:13])[CH3:14])[CH2:17][C:18]1[CH:19]=[CH:20][CH:21]=[CH:22][CH:23]=1, predict the reactants needed to synthesize it. (2) Given the product [CH3:1][N:2]([CH3:15])[C:3]1[CH:4]=[CH:5][C:6]([N:9]2[CH2:14][CH2:13][N:12]([C:32]([C:22]3[CH:21]=[C:20]([S:17]([CH3:16])(=[O:19])=[O:18])[CH:25]=[CH:24][C:23]=3[C:26]3[CH:31]=[CH:30][CH:29]=[CH:28][CH:27]=3)=[O:33])[CH2:11][CH2:10]2)=[CH:7][CH:8]=1, predict the reactants needed to synthesize it. The reactants are: [CH3:1][N:2]([CH3:15])[C:3]1[CH:8]=[CH:7][C:6]([N:9]2[CH2:14][CH2:13][NH:12][CH2:11][CH2:10]2)=[CH:5][CH:4]=1.[CH3:16][S:17]([C:20]1[CH:21]=[C:22]([C:32](O)=[O:33])[C:23]([C:26]2[CH:31]=[CH:30][CH:29]=[CH:28][CH:27]=2)=[CH:24][CH:25]=1)(=[O:19])=[O:18]. (3) Given the product [N:3]1[CH:4]=[CH:5][CH:6]=[N:1][C:2]=1[N:7]1[C:15]2[C:10](=[CH:11][CH:12]=[CH:13][CH:14]=2)[CH2:9][CH:8]1[C:16]([N:19]1[CH2:23][CH2:22][CH2:21][CH2:20]1)=[O:18], predict the reactants needed to synthesize it. The reactants are: [N:1]1[CH:6]=[CH:5][CH:4]=[N:3][C:2]=1[N:7]1[C:15]2[C:10](=[CH:11][CH:12]=[CH:13][CH:14]=2)[CH2:9][CH:8]1[C:16]([OH:18])=O.[NH:19]1[CH2:23][CH2:22][CH2:21][CH2:20]1.ON1C2C=CC=CC=2N=N1.C(N=C=NCCCN(C)C)C.